From a dataset of Full USPTO retrosynthesis dataset with 1.9M reactions from patents (1976-2016). Predict the reactants needed to synthesize the given product. Given the product [Cl:37][C:23]1[CH:22]=[C:21]([NH:13][C:9]2[N:8]=[C:7]([C:4]3[N:3]([CH:14]4[CH2:19][CH2:18][O:17][CH2:16][CH2:15]4)[C:2]([CH3:1])=[N:6][CH:5]=3)[CH:12]=[CH:11][N:10]=2)[CH:26]=[CH:25][C:24]=1[S:27]([N:30]1[CH2:31][CH2:32][N:33]([CH3:36])[CH2:34][CH2:35]1)(=[O:29])=[O:28], predict the reactants needed to synthesize it. The reactants are: [CH3:1][C:2]1[N:3]([CH:14]2[CH2:19][CH2:18][O:17][CH2:16][CH2:15]2)[C:4]([C:7]2[CH:12]=[CH:11][N:10]=[C:9]([NH2:13])[N:8]=2)=[CH:5][N:6]=1.Br[C:21]1[CH:26]=[CH:25][C:24]([S:27]([N:30]2[CH2:35][CH2:34][N:33]([CH3:36])[CH2:32][CH2:31]2)(=[O:29])=[O:28])=[C:23]([Cl:37])[CH:22]=1.C([O-])([O-])=O.[Cs+].[Cs+].CC(C1C=C(C(C)C)C(C2C=CC=CC=2P(C2CCCCC2)C2CCCCC2)=C(C(C)C)C=1)C.